Predict which catalyst facilitates the given reaction. From a dataset of Catalyst prediction with 721,799 reactions and 888 catalyst types from USPTO. (1) Reactant: Cl.Cl.[Cl:3][C:4]1[C:8]([NH2:9])=[CH:7][N:6]([C:10]2[CH:11]=[N:12][CH:13]=[CH:14][CH:15]=2)[N:5]=1.C(N(CC)CC)C.[Cl:23][CH2:24][CH2:25][CH2:26][C:27](Cl)=[O:28].O. Product: [Cl:23][CH2:24][CH2:25][CH2:26][C:27]([NH:9][C:8]1[C:4]([Cl:3])=[N:5][N:6]([C:10]2[CH:11]=[N:12][CH:13]=[CH:14][CH:15]=2)[CH:7]=1)=[O:28]. The catalyst class is: 4. (2) Reactant: [CH:1]([N:4]1[C:9](=[O:10])[CH:8]=[CH:7][C:6]([C:11]2[S:15][C:14]([C:16](OCC)=[O:17])=[N:13][C:12]=2[C:21]2[CH:26]=[CH:25][CH:24]=[CH:23][CH:22]=2)=[N:5]1)([CH3:3])[CH3:2].Cl.[NH2:28][CH2:29][C:30]([NH2:32])=[O:31].C(N(CC)CC)C.Cl. Product: [NH2:32][C:30](=[O:31])[CH2:29][NH:28][C:16]([C:14]1[S:15][C:11]([C:6]2[CH:7]=[CH:8][C:9](=[O:10])[N:4]([CH:1]([CH3:3])[CH3:2])[N:5]=2)=[C:12]([C:21]2[CH:22]=[CH:23][CH:24]=[CH:25][CH:26]=2)[N:13]=1)=[O:17]. The catalyst class is: 38. (3) Reactant: [Cl:1][CH2:2][C:3]1[N:20]([CH3:21])[C:6]2=[N:7][C:8]([S:11][C:12]3[CH:17]=[C:16]([CH3:18])[CH:15]=[C:14]([CH3:19])[CH:13]=3)=[CH:9][CH:10]=[C:5]2[N:4]=1.S(=O)(=O)(O)O.[N+:27]([O-])([OH:29])=[O:28]. Product: [Cl:1][CH2:2][C:3]1[N:20]([CH3:21])[C:6]2=[N:7][C:8]([S:11][C:12]3[CH:13]=[C:14]([CH3:19])[C:15]([N+:27]([O-:29])=[O:28])=[C:16]([CH3:18])[CH:17]=3)=[CH:9][CH:10]=[C:5]2[N:4]=1. The catalyst class is: 15. (4) Reactant: C([O:14][C:15]([C:17]1[N:18]2[CH:21]([S:22][CH2:23][C:24]=1[S:25][C:26]1[S:30][N:29]=[N:28][C:27]=1[CH3:31])[C@H:20]([NH:32][C:33](=[O:63])[C:34]([C:56]1[N:57]=[C:58]([NH2:62])[S:59][C:60]=1[Cl:61])=[N:35][O:36]C(C1C=CC=CC=1)(C1C=CC=CC=1)C1C=CC=CC=1)[C:19]2=[O:64])=[O:16])(C1C=CC=CC=1)C1C=CC=CC=1.C([SiH](CC)CC)C.FC(F)(F)C(O)=O. Product: [NH2:62][C:58]1[S:59][C:60]([Cl:61])=[C:56]([C:34](=[N:35][OH:36])[C:33]([NH:32][C@@H:20]2[C:19](=[O:64])[N:18]3[CH:21]2[S:22][CH2:23][C:24]([S:25][C:26]2[S:30][N:29]=[N:28][C:27]=2[CH3:31])=[C:17]3[C:15]([OH:16])=[O:14])=[O:63])[N:57]=1. The catalyst class is: 4.